This data is from Reaction yield outcomes from USPTO patents with 853,638 reactions. The task is: Predict the reaction yield, written as a fraction of the theoretical maximum amount of product (1.0 means a 100% yield; for example, 0.34 means a 34% yield). (1) The reactants are [H-].[Na+].[Br:3][C:4]1[CH:5]=[C:6]2[C:11](=[C:12]([OH:14])[CH:13]=1)[N:10]=[CH:9][NH:8][C:7]2=[O:15].[CH3:16][Si:17]([CH3:24])([CH3:23])[CH2:18][CH2:19][O:20][CH2:21]Cl. The catalyst is CN(C)C=O. The product is [Br:3][C:4]1[CH:5]=[C:6]2[C:11](=[C:12]([O:14][CH2:21][O:20][CH2:19][CH2:18][Si:17]([CH3:24])([CH3:23])[CH3:16])[CH:13]=1)[N:10]=[CH:9][N:8]([CH2:21][O:20][CH2:19][CH2:18][Si:17]([CH3:24])([CH3:23])[CH3:16])[C:7]2=[O:15]. The yield is 0.470. (2) The reactants are [CH3:1][O:2][C:3]1[CH:4]=[C:5]([NH:15][C:16]2[N:21]=[C:20]([C:22](=[O:24])[CH3:23])[CH:19]=[C:18]([CH2:25][O:26][CH2:27][C:28]([F:31])([F:30])[F:29])[N:17]=2)[CH:6]=[CH:7][C:8]=1[N:9]1[CH:13]=[C:12]([CH3:14])[N:11]=[CH:10]1.[CH3:32][Mg]Br.[Cl-].[NH4+]. The catalyst is C1COCC1. The product is [CH3:1][O:2][C:3]1[CH:4]=[C:5]([NH:15][C:16]2[N:21]=[C:20]([C:22]([OH:24])([CH3:32])[CH3:23])[CH:19]=[C:18]([CH2:25][O:26][CH2:27][C:28]([F:29])([F:30])[F:31])[N:17]=2)[CH:6]=[CH:7][C:8]=1[N:9]1[CH:13]=[C:12]([CH3:14])[N:11]=[CH:10]1. The yield is 0.580. (3) The reactants are Cl[C:2]1[CH:3]=[CH:4][C:5]2[N:6]([CH:8]=[CH:9][N:10]=2)[N:7]=1.O.[NH3:12]. No catalyst specified. The product is [N:10]1[CH:9]=[CH:8][N:6]2[C:5]=1[CH:4]=[CH:3][C:2]([NH2:12])=[N:7]2. The yield is 0.673. (4) The reactants are Br[C:2]1[CH:7]=[CH:6][CH:5]=[CH:4][N:3]=1.[C:8]([O:12][C:13](=[O:29])[N:14]([C:21]1[CH:26]=[CH:25][C:24]([F:27])=[CH:23][C:22]=1[CH3:28])[C:15](=[O:20])[CH2:16][CH2:17][C:18]#[CH:19])([CH3:11])([CH3:10])[CH3:9]. No catalyst specified. The product is [C:8]([O:12][C:13](=[O:29])[N:14]([C:21]1[CH:26]=[CH:25][C:24]([F:27])=[CH:23][C:22]=1[CH3:28])[C:15](=[O:20])[CH2:16][CH2:17][C:18]#[C:19][C:2]1[CH:7]=[CH:6][CH:5]=[CH:4][N:3]=1)([CH3:10])([CH3:11])[CH3:9]. The yield is 0.610.